This data is from Forward reaction prediction with 1.9M reactions from USPTO patents (1976-2016). The task is: Predict the product of the given reaction. Given the reactants [CH3:1][C:2]1[C:6]([CH2:7][N:8]2[CH:12]=[C:11]([N:13]3[C:17](=[O:18])[CH2:16][NH:15][C:14]3=[O:19])[CH:10]=[N:9]2)=[C:5]([CH3:20])[O:4][N:3]=1.O[CH2:22][C:23]1[CH:24]=[C:25]([CH:35]=[CH:36][CH:37]=1)[CH2:26][NH:27][C:28](=[O:34])[O:29][C:30]([CH3:33])([CH3:32])[CH3:31].N(C(OCC)=O)=NC(OCC)=O, predict the reaction product. The product is: [CH3:1][C:2]1[C:6]([CH2:7][N:8]2[CH:12]=[C:11]([N:13]3[C:17](=[O:18])[CH2:16][N:15]([CH2:22][C:23]4[CH:24]=[C:25]([CH:35]=[CH:36][CH:37]=4)[CH2:26][NH:27][C:28](=[O:34])[O:29][C:30]([CH3:33])([CH3:31])[CH3:32])[C:14]3=[O:19])[CH:10]=[N:9]2)=[C:5]([CH3:20])[O:4][N:3]=1.